Dataset: Full USPTO retrosynthesis dataset with 1.9M reactions from patents (1976-2016). Task: Predict the reactants needed to synthesize the given product. (1) Given the product [Cl:62][C:57]1[N:56]=[C:55]([C:53](=[O:54])[CH3:52])[C:60]([F:61])=[CH:59][N:58]=1, predict the reactants needed to synthesize it. The reactants are: BrCC(C1C=CN=C(Cl)C=1)=O.ClC1C=C(C(=O)C)C=CN=1.ClC1C=C(C#N)C=CN=1.BrCC(C1C=CN=C(SC)N=1)=O.OOS([O-])=O.[K+].FF.Br[CH2:52][C:53]([C:55]1[C:60]([F:61])=[CH:59][N:58]=[C:57]([Cl:62])[N:56]=1)=[O:54]. (2) Given the product [OH:11][C:8]1[CH:7]=[CH:6][C:5]([CH2:4][CH2:3][C@@H:2]([NH:1][C:13](=[O:15])[CH3:14])[CH3:12])=[CH:10][CH:9]=1, predict the reactants needed to synthesize it. The reactants are: [NH2:1][C@@H:2]([CH3:12])[CH2:3][CH2:4][C:5]1[CH:10]=[CH:9][C:8]([OH:11])=[CH:7][CH:6]=1.[C:13](OC(=O)C)(=[O:15])[CH3:14].